Dataset: Full USPTO retrosynthesis dataset with 1.9M reactions from patents (1976-2016). Task: Predict the reactants needed to synthesize the given product. Given the product [CH3:6][C:7]1[O:11][C:10]([C@H:12]([NH:15][C@H:16]([C:23]2[CH:24]=[CH:25][CH:26]=[CH:27][CH:28]=2)[CH2:17][OH:18])[CH2:13][CH3:14])=[CH:9][CH:8]=1, predict the reactants needed to synthesize it. The reactants are: OS(O)(=O)=O.[CH3:6][C:7]1[O:11][C:10]([C@H:12]([NH:15][C@H:16]([C:23]2[CH:28]=[CH:27][CH:26]=[CH:25][CH:24]=2)[CH2:17][O:18][Si](C)(C)C)[CH2:13][CH3:14])=[CH:9][CH:8]=1.[NH4+].[OH-].[OH-].[Na+].